From a dataset of Peptide-MHC class II binding affinity with 134,281 pairs from IEDB. Regression. Given a peptide amino acid sequence and an MHC pseudo amino acid sequence, predict their binding affinity value. This is MHC class II binding data. The peptide sequence is SKGDSARVTVKDVTF. The MHC is HLA-DPA10103-DPB10301 with pseudo-sequence HLA-DPA10103-DPB10301. The binding affinity (normalized) is 0.